From a dataset of Forward reaction prediction with 1.9M reactions from USPTO patents (1976-2016). Predict the product of the given reaction. Given the reactants [C:1]1([C:7]2([CH2:11][C:12]([C:14]3[CH:19]=[CH:18][CH:17]=[CH:16][N:15]=3)=[O:13])[CH2:10][CH2:9][CH2:8]2)[CH:6]=[CH:5][CH:4]=[CH:3][CH:2]=1.[BH4-].[Na+].ClCCl, predict the reaction product. The product is: [C:1]1([C:7]2([CH2:11][CH:12]([C:14]3[CH:19]=[CH:18][CH:17]=[CH:16][N:15]=3)[OH:13])[CH2:10][CH2:9][CH2:8]2)[CH:2]=[CH:3][CH:4]=[CH:5][CH:6]=1.